This data is from TCR-epitope binding with 47,182 pairs between 192 epitopes and 23,139 TCRs. The task is: Binary Classification. Given a T-cell receptor sequence (or CDR3 region) and an epitope sequence, predict whether binding occurs between them. (1) The epitope is YEGNSPFHPL. Result: 1 (the TCR binds to the epitope). The TCR CDR3 sequence is CASRLEGGTEAFF. (2) The epitope is SFHSLHLLF. The TCR CDR3 sequence is CASRPPGTGQEQYF. Result: 1 (the TCR binds to the epitope). (3) The epitope is FLNGSCGSV. The TCR CDR3 sequence is CASSRGSYEQYF. Result: 1 (the TCR binds to the epitope).